This data is from Catalyst prediction with 721,799 reactions and 888 catalyst types from USPTO. The task is: Predict which catalyst facilitates the given reaction. (1) Reactant: [N:1]1[CH:6]=[CH:5][C:4]([C:7]2[CH:15]=[C:14]3[C:10]([C:11](C=O)=[N:12][N:13]3[CH2:16][O:17][CH2:18][CH2:19][Si:20]([CH3:23])([CH3:22])[CH3:21])=[CH:9][CH:8]=2)=[CH:3][CH:2]=1.C1(N)[C:27]([NH2:32])=[CH:28][CH:29]=[CH:30][CH:31]=1.[S].[CH3:35][N:36]([CH:38]=[O:39])[CH3:37]. Product: [N:1]1[CH:2]=[CH:3][C:4]([C:7]2[CH:15]=[C:14]3[C:10]([C:11]([C:37]4[N:36]([CH2:38][O:39][CH2:18][CH2:19][Si:20]([CH3:23])([CH3:22])[CH3:21])[C:35]5[CH:31]=[CH:30][CH:29]=[CH:28][C:27]=5[N:32]=4)=[N:12][N:13]3[CH2:16][O:17][CH2:18][CH2:19][Si:20]([CH3:23])([CH3:21])[CH3:22])=[CH:9][CH:8]=2)=[CH:5][CH:6]=1. The catalyst class is: 170. (2) Reactant: [F:1][C:2]([F:7])([F:6])[C:3]([OH:5])=[O:4].[NH2:8][C@@H:9]1[CH2:14][CH2:13][C@H:12]([N:15]2[CH2:19][CH2:18][CH:17]([C:20]3[NH:24][C:23]4[C:25]([C:29]([F:32])([F:31])[F:30])=[CH:26][CH:27]=[CH:28][C:22]=4[N:21]=3)[C:16]2=[O:33])[C@H:11]([CH2:34][S:35]([C:38]2[CH:43]=[CH:42][CH:41]=[CH:40][CH:39]=2)(=[O:37])=[O:36])[CH2:10]1.[CH:44](=O)[CH3:45].[C:47](O)(=O)[CH3:48].C(O[BH-](OC(=O)C)OC(=O)C)(=O)C.[Na+]. Product: [F:1][C:2]([F:7])([F:6])[C:3]([OH:5])=[O:4].[CH2:47]([N:8]([CH2:44][CH3:45])[C@@H:9]1[CH2:14][CH2:13][C@H:12]([N:15]2[CH2:19][CH2:18][CH:17]([C:20]3[NH:24][C:23]4[C:25]([C:29]([F:30])([F:31])[F:32])=[CH:26][CH:27]=[CH:28][C:22]=4[N:21]=3)[C:16]2=[O:33])[C@H:11]([CH2:34][S:35]([C:38]2[CH:39]=[CH:40][CH:41]=[CH:42][CH:43]=2)(=[O:36])=[O:37])[CH2:10]1)[CH3:48]. The catalyst class is: 839. (3) The catalyst class is: 4. Reactant: [CH2:1]([O:8][CH2:9][O:10][C@H:11]1[CH2:15][N:14](C(OC(C)(C)C)=O)[C@@H:13]([CH2:23][O:24][C:25]2[C:26]([C:31]([O:33][CH2:34][CH3:35])=[O:32])=[N:27][CH:28]=[CH:29][CH:30]=2)[CH2:12]1)[C:2]1[CH:7]=[CH:6][CH:5]=[CH:4][CH:3]=1.FC(F)(F)C(O)=O. Product: [CH2:1]([O:8][CH2:9][O:10][C@H:11]1[CH2:15][NH:14][C@@H:13]([CH2:23][O:24][C:25]2[C:26]([C:31]([O:33][CH2:34][CH3:35])=[O:32])=[N:27][CH:28]=[CH:29][CH:30]=2)[CH2:12]1)[C:2]1[CH:7]=[CH:6][CH:5]=[CH:4][CH:3]=1. (4) Reactant: [C:1]([BH3-])#[N:2].[Na+].[CH2:5]([N:12]1[CH2:18][CH:17]2[C:19](=O)[CH:14]([CH2:15][CH2:16]2)[CH2:13]1)[C:6]1[CH:11]=[CH:10][CH:9]=[CH:8][CH:7]=1.Cl.CN.[OH-].[Na+]. Product: [CH2:5]([N:12]1[CH2:13][CH:14]2[CH:19]([NH:2][CH3:1])[CH:17]([CH2:16][CH2:15]2)[CH2:18]1)[C:6]1[CH:7]=[CH:8][CH:9]=[CH:10][CH:11]=1. The catalyst class is: 466. (5) Reactant: [CH3:1][C:2]1[CH:7]=[C:6]([CH3:8])[CH:5]=[C:4]([CH3:9])[C:3]=1[N:10]=[C:11]([C:13]1[CH:18]=[CH:17][CH:16]=[C:15]([C:19](=O)[CH3:20])[N:14]=1)[CH3:12].[C-:22]1([NH2:27])[CH:26]=[CH:25][CH:24]=[CH:23]1.[CH-:28]1[CH:32]=[CH:31][CH:30]=[CH:29]1.[Fe+2:33]. The catalyst class is: 11. Product: [CH3:1][C:2]1[CH:7]=[C:6]([CH3:8])[CH:5]=[C:4]([CH3:9])[C:3]=1[N:10]=[C:11]([C:13]1[CH:18]=[CH:17][CH:16]=[C:15]([C:19](=[N:27][C-:22]2[CH:26]=[CH:25][CH:24]=[CH:23]2)[CH3:20])[N:14]=1)[CH3:12].[CH-:28]1[CH:32]=[CH:31][CH:30]=[CH:29]1.[Fe+2:33].